The task is: Regression. Given two drug SMILES strings and cell line genomic features, predict the synergy score measuring deviation from expected non-interaction effect.. This data is from NCI-60 drug combinations with 297,098 pairs across 59 cell lines. (1) Drug 1: CC1C(C(CC(O1)OC2CC(CC3=C2C(=C4C(=C3O)C(=O)C5=C(C4=O)C(=CC=C5)OC)O)(C(=O)C)O)N)O.Cl. Drug 2: CN1C(=O)N2C=NC(=C2N=N1)C(=O)N. Cell line: KM12. Synergy scores: CSS=20.8, Synergy_ZIP=1.72, Synergy_Bliss=0.888, Synergy_Loewe=-23.2, Synergy_HSA=-0.0876. (2) Drug 1: C1C(C(OC1N2C=C(C(=O)NC2=O)F)CO)O. Drug 2: COC1=NC(=NC2=C1N=CN2C3C(C(C(O3)CO)O)O)N. Cell line: DU-145. Synergy scores: CSS=25.4, Synergy_ZIP=-7.49, Synergy_Bliss=-1.15, Synergy_Loewe=-20.0, Synergy_HSA=-1.30. (3) Drug 1: C1=CC(=CC=C1C#N)C(C2=CC=C(C=C2)C#N)N3C=NC=N3. Drug 2: CC=C1C(=O)NC(C(=O)OC2CC(=O)NC(C(=O)NC(CSSCCC=C2)C(=O)N1)C(C)C)C(C)C. Cell line: ACHN. Synergy scores: CSS=11.1, Synergy_ZIP=-3.57, Synergy_Bliss=-5.21, Synergy_Loewe=-48.3, Synergy_HSA=-4.69. (4) Drug 1: COC1=C(C=C2C(=C1)N=CN=C2NC3=CC(=C(C=C3)F)Cl)OCCCN4CCOCC4. Drug 2: C(=O)(N)NO. Cell line: HCT-15. Synergy scores: CSS=43.4, Synergy_ZIP=2.71, Synergy_Bliss=5.08, Synergy_Loewe=-63.7, Synergy_HSA=3.82. (5) Drug 1: CC1=C2C(C(=O)C3(C(CC4C(C3C(C(C2(C)C)(CC1OC(=O)C(C(C5=CC=CC=C5)NC(=O)OC(C)(C)C)O)O)OC(=O)C6=CC=CC=C6)(CO4)OC(=O)C)O)C)O. Drug 2: N.N.Cl[Pt+2]Cl. Cell line: COLO 205. Synergy scores: CSS=54.4, Synergy_ZIP=-2.52, Synergy_Bliss=1.09, Synergy_Loewe=3.04, Synergy_HSA=6.03. (6) Drug 1: CN1C(=O)N2C=NC(=C2N=N1)C(=O)N. Drug 2: COC1=C2C(=CC3=C1OC=C3)C=CC(=O)O2. Cell line: ACHN. Synergy scores: CSS=-0.0475, Synergy_ZIP=-0.330, Synergy_Bliss=0.00637, Synergy_Loewe=0.0240, Synergy_HSA=-0.506. (7) Drug 1: C1C(C(OC1N2C=NC3=C(N=C(N=C32)Cl)N)CO)O. Drug 2: C1CC(C1)(C(=O)O)C(=O)O.[NH2-].[NH2-].[Pt+2]. Cell line: A498. Synergy scores: CSS=20.2, Synergy_ZIP=-7.69, Synergy_Bliss=-5.67, Synergy_Loewe=-31.5, Synergy_HSA=-2.57.